From a dataset of Catalyst prediction with 721,799 reactions and 888 catalyst types from USPTO. Predict which catalyst facilitates the given reaction. Reactant: Br[C:2]1[C:3]([C:8]2([OH:35])[CH2:13][CH2:12][CH:11]([N:14]3[CH2:17][CH:16]([NH:18][C:19]([CH2:21][NH:22][C:23](=[O:34])[C:24]4[CH:29]=[CH:28][CH:27]=[C:26]([C:30]([F:33])([F:32])[F:31])[CH:25]=4)=[O:20])[CH2:15]3)[CH2:10][CH2:9]2)=[N:4][N:5]([CH3:7])[CH:6]=1. Product: [OH:35][C:8]1([C:3]2[CH:2]=[CH:6][N:5]([CH3:7])[N:4]=2)[CH2:9][CH2:10][CH:11]([N:14]2[CH2:17][CH:16]([NH:18][C:19]([CH2:21][NH:22][C:23](=[O:34])[C:24]3[CH:29]=[CH:28][CH:27]=[C:26]([C:30]([F:31])([F:32])[F:33])[CH:25]=3)=[O:20])[CH2:15]2)[CH2:12][CH2:13]1. The catalyst class is: 19.